From a dataset of Peptide-MHC class II binding affinity with 134,281 pairs from IEDB. Regression. Given a peptide amino acid sequence and an MHC pseudo amino acid sequence, predict their binding affinity value. This is MHC class II binding data. (1) The peptide sequence is INEPTAAAIAYGVDR. The MHC is HLA-DQA10501-DQB10301 with pseudo-sequence HLA-DQA10501-DQB10301. The binding affinity (normalized) is 0.696. (2) The peptide sequence is VGDDSGGFSTTVSTE. The MHC is DRB1_1501 with pseudo-sequence DRB1_1501. The binding affinity (normalized) is 0. (3) The peptide sequence is DYLILKNLTGLVSAG. The MHC is DRB1_0101 with pseudo-sequence DRB1_0101. The binding affinity (normalized) is 1.00. (4) The peptide sequence is YIALNEDLRSWTAAD. The MHC is DRB1_0401 with pseudo-sequence DRB1_0401. The binding affinity (normalized) is 0.382.